This data is from Peptide-MHC class I binding affinity with 185,985 pairs from IEDB/IMGT. The task is: Regression. Given a peptide amino acid sequence and an MHC pseudo amino acid sequence, predict their binding affinity value. This is MHC class I binding data. The peptide sequence is MTFPLHFRS. The MHC is HLA-B14:02 with pseudo-sequence YYSEYRNICTNTDESNLYLWYNFYTWAELAYTWH. The binding affinity (normalized) is 0.213.